This data is from Full USPTO retrosynthesis dataset with 1.9M reactions from patents (1976-2016). The task is: Predict the reactants needed to synthesize the given product. (1) Given the product [NH2:19][C@H:17]([C:14]1[CH:15]=[CH:16][C:11]([OH:10])=[CH:12][CH:13]=1)[CH3:18], predict the reactants needed to synthesize it. The reactants are: S([O-])([O-])(=O)=O.C([O:10][C:11]1[CH:16]=[CH:15][C:14]([C@@H:17]([NH3+:19])[CH3:18])=[CH:13][CH:12]=1)(C)(C)C.C([O:10][C:11]1[CH:16]=[CH:15][C:14]([C@@H:17]([NH3+:19])[CH3:18])=[CH:13][CH:12]=1)(C)(C)C.OS(O)(=O)=O.[OH-].[Na+]. (2) Given the product [Cl:1][C:2]1[C:3]([C:10]#[N:11])=[N:4][CH:5]=[C:6]([CH2:8][Cl:14])[CH:7]=1, predict the reactants needed to synthesize it. The reactants are: [Cl:1][C:2]1[C:3]([C:10]#[N:11])=[N:4][CH:5]=[C:6]([CH2:8]O)[CH:7]=1.S(Cl)([Cl:14])=O. (3) Given the product [Cl:17][Si:16]1([Cl:18])[C:10]2[CH:11]=[CH:12][CH:13]=[CH:14][C:9]=2[C:4]2[C:3]1=[CH:8][CH:7]=[CH:6][CH:5]=2, predict the reactants needed to synthesize it. The reactants are: [Li].Br[C:3]1(Br)[CH2:8][CH:7]=[CH:6][CH:5]=[C:4]1[C:9]1[CH:14]=[CH:13][CH:12]=[CH:11][CH:10]=1.[Si:16](Cl)(Cl)([Cl:18])[Cl:17].